Dataset: Reaction yield outcomes from USPTO patents with 853,638 reactions. Task: Predict the reaction yield, written as a fraction of the theoretical maximum amount of product (1.0 means a 100% yield; for example, 0.34 means a 34% yield). (1) The reactants are [CH2:1]([N:7]1[CH2:12][CH:11]2[CH:9]([C:10]2(C2C=C(C(=N)OCC)C=CC=2)[CH3:13])[C:8]1=O)[CH2:2][CH2:3][CH2:4][CH2:5][CH3:6].[NH2:26][C:27]1[CH:32]=[CH:31][CH:30]=[CH:29][C:28]=1[NH2:33]. The catalyst is CO. The product is [NH2:26][C:27]1[CH:32]=[C:31]([C:10]2([CH3:13])[CH:11]3[CH:9]2[CH2:8][N:7]([CH2:1][CH2:2][CH2:3][CH2:4][CH2:5][CH3:6])[CH2:12]3)[CH:30]=[CH:29][C:28]=1[NH2:33]. The yield is 0.470. (2) The reactants are [N:1]1[C:9]2[C:4](=[N:5][CH:6]=[CH:7][CH:8]=2)[S:3][C:2]=1[N:10]=[C:11](SC)SC.Cl.Cl.[NH2:18][CH2:19][C@@:20]1([OH:28])[CH:25]2[CH2:26][CH2:27][N:22]([CH2:23][CH2:24]2)[CH2:21]1.C(=O)([O-])[O-].[Cs+].[Cs+].O. The catalyst is CN(C=O)C. The product is [N:1]1[C:9]2[C:4](=[N:5][CH:6]=[CH:7][CH:8]=2)[S:3][C:2]=1[NH:10][C:11]1[O:28][C@:20]2([CH2:19][N:18]=1)[CH:25]1[CH2:26][CH2:27][N:22]([CH2:23][CH2:24]1)[CH2:21]2. The yield is 0.760. (3) The reactants are [N:1]([CH2:4][CH2:5][CH2:6][C:7]1([C:32]2[CH:37]=[CH:36][CH:35]=[CH:34][CH:33]=2)[N:11]([C:12](=[O:23])[CH:13]([NH:15]C(=O)OC(C)(C)C)[CH3:14])[N:10]=[C:9]([C:24]2[CH:29]=[C:28]([F:30])[CH:27]=[CH:26][C:25]=2[F:31])[S:8]1)=[N+:2]=[N-:3].Cl. The yield is 0.950. The catalyst is CCO. The product is [NH2:15][CH:13]([CH3:14])[C:12]([N:11]1[N:10]=[C:9]([C:24]2[CH:29]=[C:28]([F:30])[CH:27]=[CH:26][C:25]=2[F:31])[S:8][C:7]1([CH2:6][CH2:5][CH2:4][N:1]=[N+:2]=[N-:3])[C:32]1[CH:37]=[CH:36][CH:35]=[CH:34][CH:33]=1)=[O:23]. (4) The reactants are [N:1]1[CH:6]=[CH:5][CH:4]=[C:3]([NH:7][C:8](=[O:10])[O-])[CH:2]=1.[F:11][C:12]1[CH:17]=[CH:16][C:15]([C:18]2[N:19]=[C:20](N3CCNCC3)[S:21][CH:22]=2)=[CH:14][CH:13]=1.C([N:32]([CH:35]([CH3:37])C)[CH2:33][CH3:34])(C)C.O.[CH3:39]S(C)=O. No catalyst specified. The product is [F:11][C:12]1[CH:13]=[CH:14][C:15]([C:18]2[N:19]=[C:20]([CH:39]3[CH2:34][CH2:33][N:32]([C:8]([NH:7][C:3]4[CH:2]=[N:1][CH:6]=[CH:5][CH:4]=4)=[O:10])[CH2:35][CH2:37]3)[S:21][CH:22]=2)=[CH:16][CH:17]=1. The yield is 0.582. (5) The reactants are [CH3:1][O:2][C:3]([NH:5][N:6]=[C:7]([CH3:9])[CH3:8])=[O:4].C(O)(=O)C. The catalyst is C(O)C. The product is [CH3:1][O:2][C:3]([NH:5][NH:6][CH:7]([CH3:9])[CH3:8])=[O:4]. The yield is 0.770. (6) The reactants are [CH2:1]([O:3][C:4](=[O:38])[C:5]([O:8][C:9]1[CH:14]=[CH:13][C:12]([O:15][CH2:16][CH2:17][C:18]2[N:19]=[C:20]([C:24]3[CH:29]=[CH:28][C:27]([O:30]CC4C=CC=CC=4)=[CH:26][CH:25]=3)[O:21][C:22]=2[CH3:23])=[CH:11][CH:10]=1)([CH3:7])[CH3:6])[CH3:2]. The catalyst is [Pd].O1CCCC1.CO.CCOC(C)=O. The product is [CH2:1]([O:3][C:4](=[O:38])[C:5]([O:8][C:9]1[CH:10]=[CH:11][C:12]([O:15][CH2:16][CH2:17][C:18]2[N:19]=[C:20]([C:24]3[CH:29]=[CH:28][C:27]([OH:30])=[CH:26][CH:25]=3)[O:21][C:22]=2[CH3:23])=[CH:13][CH:14]=1)([CH3:7])[CH3:6])[CH3:2]. The yield is 0.950. (7) The reactants are Br[C:2]1[CH:7]=[CH:6][C:5]([C@@H:8]2[C@@H:10]([C:11]3[CH:16]=[CH:15][CH:14]=[CH:13][CH:12]=3)[C@H:9]2[C:17]([O:19][CH3:20])=[O:18])=[CH:4][CH:3]=1.C([O-])(=O)C.[K+].[CH3:26][C:27]1[CH:31]=[CH:30][NH:29][N:28]=1. The catalyst is O1CCOCC1.CO.C1COCC1.O.C1C=CC(P(C2C=CC=CC=2)[C-]2C=CC=C2)=CC=1.C1C=CC(P(C2C=CC=CC=2)[C-]2C=CC=C2)=CC=1.Cl[Pd]Cl.[Fe+2]. The product is [CH3:26][C:27]1[CH:31]=[CH:30][N:29]([C:2]2[CH:7]=[CH:6][C:5]([C@@H:8]3[C@@H:10]([C:11]4[CH:16]=[CH:15][CH:14]=[CH:13][CH:12]=4)[C@H:9]3[C:17]([O:19][CH3:20])=[O:18])=[CH:4][CH:3]=2)[N:28]=1. The yield is 0.300.